From a dataset of Reaction yield outcomes from USPTO patents with 853,638 reactions. Predict the reaction yield, written as a fraction of the theoretical maximum amount of product (1.0 means a 100% yield; for example, 0.34 means a 34% yield). (1) The reactants are [Cl:1][C:2]1[N:7]=[CH:6][C:5]([S:8][C:9]2[N:13]([C:14]3[CH:19]=[CH:18][C:17]([F:20])=[CH:16][C:15]=3[F:21])[N:12]=[C:11]([C:22]([O:24]CC)=O)[CH:10]=2)=[CH:4][CH:3]=1.[CH3:27][NH2:28].CO. The catalyst is CO. The product is [Cl:1][C:2]1[N:7]=[CH:6][C:5]([S:8][C:9]2[N:13]([C:14]3[CH:19]=[CH:18][C:17]([F:20])=[CH:16][C:15]=3[F:21])[N:12]=[C:11]([C:22]([NH:28][CH3:27])=[O:24])[CH:10]=2)=[CH:4][CH:3]=1. The yield is 0.930. (2) The reactants are [NH2:1][C:2]1[CH:3]=[C:4]([C:8]2[O:12][C:11]([C:13]3[CH:22]=[CH:21][C:16]([C:17]([O:19][CH3:20])=[O:18])=[CH:15][CH:14]=3)=[N:10][N:9]=2)[CH:5]=[CH:6][CH:7]=1.[C:23]1([CH3:33])[CH:28]=[CH:27][C:26]([S:29](Cl)(=[O:31])=[O:30])=[CH:25][CH:24]=1. The catalyst is C(Cl)Cl.O. The product is [C:23]1([CH3:33])[CH:28]=[CH:27][C:26]([S:29]([NH:1][C:2]2[CH:3]=[C:4]([C:8]3[O:12][C:11]([C:13]4[CH:22]=[CH:21][C:16]([C:17]([O:19][CH3:20])=[O:18])=[CH:15][CH:14]=4)=[N:10][N:9]=3)[CH:5]=[CH:6][CH:7]=2)(=[O:31])=[O:30])=[CH:25][CH:24]=1. The yield is 0.550.